Dataset: Catalyst prediction with 721,799 reactions and 888 catalyst types from USPTO. Task: Predict which catalyst facilitates the given reaction. (1) Reactant: [NH2:1][C:2]1[CH:7]=[CH:6][C:5]([CH2:8][CH2:9][C:10]2[N:11]=[C:12]([NH:15][C:16](=[O:18])[CH3:17])[S:13][CH:14]=2)=[CH:4][CH:3]=1.I.[C:20](SC)(=[NH:22])[CH3:21]. Product: [C:20]([NH:1][C:2]1[CH:7]=[CH:6][C:5]([CH2:8][CH2:9][C:10]2[N:11]=[C:12]([NH:15][C:16](=[O:18])[CH3:17])[S:13][CH:14]=2)=[CH:4][CH:3]=1)(=[NH:22])[CH3:21]. The catalyst class is: 5. (2) Reactant: CC1[N:3]([C:8]2[CH:12]=[C:11]([I:13])[N:10]([C:14]3[CH:19]=[CH:18][C:17]([F:20])=[CH:16][CH:15]=3)[N:9]=2)C(C)=CC=1.[Cl-].O[NH3+].C(N(CC)CC)C. Product: [F:20][C:17]1[CH:16]=[CH:15][C:14]([N:10]2[C:11]([I:13])=[CH:12][C:8]([NH2:3])=[N:9]2)=[CH:19][CH:18]=1. The catalyst class is: 195. (3) Reactant: C1COCC1.[CH3:6][O:7][C:8]1[CH:9]=[C:10]([CH:14]=[CH:15][C:16]=1[O:17][CH2:18][C:19]#[CH:20])[C:11](Cl)=[O:12].[CH:21]1([C@@H:27]([NH2:29])[CH3:28])[CH2:26][CH2:25][CH2:24][CH2:23][CH2:22]1.C(N(CC)CC)C. Product: [CH:21]1([C@@H:27]([NH:29][C:11](=[O:12])[C:10]2[CH:14]=[CH:15][C:16]([O:17][CH2:18][C:19]#[CH:20])=[C:8]([O:7][CH3:6])[CH:9]=2)[CH3:28])[CH2:26][CH2:25][CH2:24][CH2:23][CH2:22]1. The catalyst class is: 13. (4) The catalyst class is: 27. Product: [C:12]([C:9]1[CH:10]=[CH:11][C:6]([NH:5][C:3](=[O:4])[CH2:2][N:24]2[CH2:25][CH2:26][CH:21]([CH2:20][C:19]3[CH:18]=[CH:17][C:16]([F:15])=[CH:28][CH:27]=3)[CH2:22][CH2:23]2)=[CH:7][CH:8]=1)#[N:13]. Reactant: Cl[CH2:2][C:3]([NH:5][C:6]1[CH:11]=[CH:10][C:9]([C:12]#[N:13])=[CH:8][CH:7]=1)=[O:4].Cl.[F:15][C:16]1[CH:28]=[CH:27][C:19]([CH2:20][CH:21]2[CH2:26][CH2:25][NH:24][CH2:23][CH2:22]2)=[CH:18][CH:17]=1. (5) Reactant: [F:1][C:2]1[CH:8]=[C:7]([F:9])[CH:6]=[CH:5][C:3]=1[NH2:4].C([O-])(O)=O.[Na+].[CH3:15][C:16]([O:19][C:20](O[C:20]([O:19][C:16]([CH3:18])([CH3:17])[CH3:15])=[O:21])=[O:21])([CH3:18])[CH3:17]. Product: [C:16]([O:19][C:20](=[O:21])[NH:4][C:3]1[CH:5]=[CH:6][C:7]([F:9])=[CH:8][C:2]=1[F:1])([CH3:18])([CH3:17])[CH3:15]. The catalyst class is: 38. (6) Reactant: [CH3:1][S:2](Cl)(=[O:4])=[O:3].[CH2:6]([C@@H:8]1[NH:13][CH2:12][CH2:11][N:10]([C:14]2[N:15]([CH2:36][C:37]([F:40])([F:39])[F:38])[C:16]3[C:21]([N:22]=2)=[C:20]([N:23]2[CH2:28][CH2:27][O:26][CH2:25][CH2:24]2)[N:19]=[C:18]([C:29]2[CH:30]=[N:31][C:32]([NH2:35])=[N:33][CH:34]=2)[N:17]=3)[CH2:9]1)[CH3:7].C(N(CC)CC)C. Product: [CH2:6]([C@@H:8]1[N:13]([S:2]([CH3:1])(=[O:4])=[O:3])[CH2:12][CH2:11][N:10]([C:14]2[N:15]([CH2:36][C:37]([F:40])([F:39])[F:38])[C:16]3[C:21]([N:22]=2)=[C:20]([N:23]2[CH2:24][CH2:25][O:26][CH2:27][CH2:28]2)[N:19]=[C:18]([C:29]2[CH:34]=[N:33][C:32]([NH2:35])=[N:31][CH:30]=2)[N:17]=3)[CH2:9]1)[CH3:7]. The catalyst class is: 2. (7) Reactant: [BH4-].[Na+].[CH2:3]([N:10]1[CH2:15][CH2:14][C:13](=[O:16])[CH:12]([C:17]([F:20])([F:19])[F:18])[CH2:11]1)[C:4]1[CH:9]=[CH:8][CH:7]=[CH:6][CH:5]=1. Product: [CH2:3]([N:10]1[CH2:15][CH2:14][CH:13]([OH:16])[CH:12]([C:17]([F:20])([F:18])[F:19])[CH2:11]1)[C:4]1[CH:5]=[CH:6][CH:7]=[CH:8][CH:9]=1. The catalyst class is: 5. (8) The catalyst class is: 4. Product: [O:29]([C:24]1[CH:23]=[CH:22][C:21]([O:31][CH3:32])=[C:20]2[C:25]=1[C:26](=[O:28])[CH:27]=[C:18]([S:17]([CH2:16][CH2:15][CH2:14][CH2:13][CH2:12][CH2:11][CH2:10][CH2:9][CH2:8][CH2:7][C:6]([O:5][CH2:1][CH:2]([CH3:4])[CH3:3])=[O:34])=[O:36])[C:19]2=[O:33])[CH3:30]. Reactant: [CH2:1]([O:5][C:6](=[O:34])[CH2:7][CH2:8][CH2:9][CH2:10][CH2:11][CH2:12][CH2:13][CH2:14][CH2:15][CH2:16][S:17][C:18]1[C:19](=[O:33])[C:20]2[C:25]([C:26](=[O:28])[CH:27]=1)=[C:24]([O:29][CH3:30])[CH:23]=[CH:22][C:21]=2[O:31][CH3:32])[CH:2]([CH3:4])[CH3:3].C(=O)(O)[O-:36].[Na+].[Cl-].[Na+].S([O-])([O-])(=O)=O.[Na+].[Na+]. (9) Reactant: [C:1]([NH:5][C:6]1[CH:7]=[C:8]([CH:12]2[CH2:17][CH2:16][N:15](C(OC(C)(C)C)=O)[CH2:14][CH2:13]2)[CH:9]=[CH:10][CH:11]=1)(=[O:4])[CH2:2][CH3:3].Cl. Product: [NH:15]1[CH2:16][CH2:17][CH:12]([C:8]2[CH:7]=[C:6]([NH:5][C:1](=[O:4])[CH2:2][CH3:3])[CH:11]=[CH:10][CH:9]=2)[CH2:13][CH2:14]1. The catalyst class is: 12. (10) Product: [CH2:1]([O:8][C:9]1[CH:10]=[C:11]([CH2:12][OH:13])[CH:31]=[C:32]([CH2:34][O:35][C:36]2[CH:41]=[CH:40][C:39]([Cl:42])=[CH:38][C:37]=2[Cl:43])[CH:33]=1)[C:2]1[CH:7]=[CH:6][CH:5]=[CH:4][CH:3]=1. Reactant: [CH2:1]([O:8][C:9]1[CH:10]=[C:11]([CH:31]=[C:32]([CH2:34][O:35][C:36]2[CH:41]=[CH:40][C:39]([Cl:42])=[CH:38][C:37]=2[Cl:43])[CH:33]=1)[CH2:12][O:13][Si](C(C)(C)C)(C1C=CC=CC=1)C1C=CC=CC=1)[C:2]1[CH:7]=[CH:6][CH:5]=[CH:4][CH:3]=1.[F-].C([N+](CCCC)(CCCC)CCCC)CCC.C(=O)([O-])O.[Na+]. The catalyst class is: 7.